Dataset: TCR-epitope binding with 47,182 pairs between 192 epitopes and 23,139 TCRs. Task: Binary Classification. Given a T-cell receptor sequence (or CDR3 region) and an epitope sequence, predict whether binding occurs between them. Result: 1 (the TCR binds to the epitope). The TCR CDR3 sequence is CASSPGQGREQYF. The epitope is LPPIVAKEI.